From a dataset of Catalyst prediction with 721,799 reactions and 888 catalyst types from USPTO. Predict which catalyst facilitates the given reaction. (1) Reactant: [CH2:1]([N:8]1[CH:14]2[CH2:15][CH2:16][CH:9]1[CH:10]1[NH:17][CH:13]2[CH2:12][CH2:11]1)[C:2]1[CH:7]=[CH:6][CH:5]=[CH:4][CH:3]=1.[CH3:18]I. Product: [CH2:1]([N:8]1[CH:9]2[CH2:16][CH2:15][CH:14]1[CH:13]1[N:17]([CH3:18])[CH:10]2[CH2:11][CH2:12]1)[C:2]1[CH:3]=[CH:4][CH:5]=[CH:6][CH:7]=1. The catalyst class is: 3. (2) The catalyst class is: 5. Reactant: [CH3:1][C:2]1[CH:7]=[CH:6][CH:5]=[C:4]([CH3:8])[C:3]=1[CH2:9][NH:10][C:11]1[C:12]2[N:13]([CH:24]=[C:25]([CH3:27])[N:26]=2)[CH:14]=[C:15]([N:17]2[CH:22]=[CH:21][CH:20]=[CH:19][C:18]2=[O:23])[CH:16]=1.[CH2:28]=O.Cl.[CH3:31][NH:32][CH3:33]. Product: [CH3:31][N:32]([CH2:28][C:24]1[N:13]2[CH:14]=[C:15]([N:17]3[CH:22]=[CH:21][CH:20]=[CH:19][C:18]3=[O:23])[CH:16]=[C:11]([NH:10][CH2:9][C:3]3[C:4]([CH3:8])=[CH:5][CH:6]=[CH:7][C:2]=3[CH3:1])[C:12]2=[N:26][C:25]=1[CH3:27])[CH3:33]. (3) Reactant: [NH2:1][CH2:2][CH2:3][O:4][CH2:5][CH2:6][O:7][CH2:8][CH2:9][O:10][CH2:11][CH2:12][O:13][CH2:14][CH2:15][O:16][CH2:17][CH2:18][O:19][CH2:20][CH2:21][O:22][CH2:23][CH2:24][O:25][CH2:26][CH2:27][O:28][CH2:29][CH2:30][O:31][CH2:32][CH2:33][O:34][CH2:35][CH2:36][O:37][CH2:38][CH2:39][C:40]([O:42][C:43]([CH3:46])([CH3:45])[CH3:44])=[O:41].[O:47]=[C:48]([NH:55][C:56]1[CH:57]=[N:58][C:59]([C:62]2[N:63]=[N:64][C:65]([C:68]3[CH:73]=[CH:72][CH:71]=[CH:70][N:69]=3)=[N:66][N:67]=2)=[CH:60][CH:61]=1)[CH2:49][CH2:50][CH2:51][C:52](O)=[O:53].F[P-](F)(F)(F)(F)F.N1(O[P+](N(C)C)(N(C)C)N(C)C)C2C=CC=CC=2N=N1.CCN(C(C)C)C(C)C. Product: [O:53]=[C:52]([CH2:51][CH2:50][CH2:49][C:48](=[O:47])[NH:55][C:56]1[CH:57]=[N:58][C:59]([C:62]2[N:63]=[N:64][C:65]([C:68]3[CH:73]=[CH:72][CH:71]=[CH:70][N:69]=3)=[N:66][N:67]=2)=[CH:60][CH:61]=1)[NH:1][CH2:2][CH2:3][O:4][CH2:5][CH2:6][O:7][CH2:8][CH2:9][O:10][CH2:11][CH2:12][O:13][CH2:14][CH2:15][O:16][CH2:17][CH2:18][O:19][CH2:20][CH2:21][O:22][CH2:23][CH2:24][O:25][CH2:26][CH2:27][O:28][CH2:29][CH2:30][O:31][CH2:32][CH2:33][O:34][CH2:35][CH2:36][O:37][CH2:38][CH2:39][C:40]([O:42][C:43]([CH3:46])([CH3:45])[CH3:44])=[O:41]. The catalyst class is: 575. (4) Reactant: [CH3:1][O:2][C:3]1[C:4](=[O:10])[C:5](=[O:9])[C:6]=1OC.[NH3:11]. Product: [NH2:11][C:6]1[C:5](=[O:9])[C:4](=[O:10])[C:3]=1[O:2][CH3:1]. The catalyst class is: 5. (5) Reactant: CS[C:3]1[N:8]=[CH:7][N:6]([CH2:9][C:10]2[S:11][C:12]([C:15]([F:18])([F:17])[F:16])=[CH:13][CH:14]=2)[C:5](=[O:19])[N:4]=1.Cl.Cl.[NH:22]1[C:26]2[CH2:27][NH:28][CH2:29][CH2:30][C:25]=2[CH:24]=[N:23]1.[CH:31](N(CC)C(C)C)(C)C. Product: [NH:22]1[C:26]2[CH2:27][N:28]([C:3]3[N:8]=[C:7]([CH3:31])[N:6]([CH2:9][C:10]4[S:11][C:12]([C:15]([F:18])([F:17])[F:16])=[CH:13][CH:14]=4)[C:5](=[O:19])[N:4]=3)[CH2:29][CH2:30][C:25]=2[CH:24]=[N:23]1. The catalyst class is: 12.